This data is from Forward reaction prediction with 1.9M reactions from USPTO patents (1976-2016). The task is: Predict the product of the given reaction. (1) Given the reactants [C:1]([N:8]1[CH2:16][CH2:15][CH:11]([C:12]([OH:14])=O)[CH2:10][CH2:9]1)([O:3][C:4]([CH3:7])([CH3:6])[CH3:5])=[O:2].CN(C(ON1N=NC2C=CC=NC1=2)=[N+](C)C)C.F[P-](F)(F)(F)(F)F.CCN(C(C)C)C(C)C.[C:50]([N:60]1[CH2:65][CH2:64][NH:63][CH2:62][CH2:61]1)([O:52][CH2:53][C:54]1[CH:59]=[CH:58][CH:57]=[CH:56][CH:55]=1)=[O:51], predict the reaction product. The product is: [CH2:53]([O:52][C:50]([N:60]1[CH2:65][CH2:64][N:63]([C:12]([CH:11]2[CH2:10][CH2:9][N:8]([C:1]([O:3][C:4]([CH3:5])([CH3:6])[CH3:7])=[O:2])[CH2:16][CH2:15]2)=[O:14])[CH2:62][CH2:61]1)=[O:51])[C:54]1[CH:59]=[CH:58][CH:57]=[CH:56][CH:55]=1. (2) Given the reactants [CH:1]1([NH:4][CH:5]2[CH2:10][CH2:9][N:8]([C:11]3[O:15][N:14]=[C:13]([CH:16]([CH3:18])[CH3:17])[N:12]=3)[CH2:7][CH2:6]2)[CH2:3][CH2:2]1.[CH3:19][C:20]1[N:21]([C:25]2[CH:33]=[CH:32][C:28]([C:29](O)=[O:30])=[CH:27][CH:26]=2)[CH:22]=[CH:23][N:24]=1, predict the reaction product. The product is: [CH:1]1([N:4]([CH:5]2[CH2:10][CH2:9][N:8]([C:11]3[O:15][N:14]=[C:13]([CH:16]([CH3:18])[CH3:17])[N:12]=3)[CH2:7][CH2:6]2)[C:29](=[O:30])[C:28]2[CH:27]=[CH:26][C:25]([N:21]3[CH:22]=[CH:23][N:24]=[C:20]3[CH3:19])=[CH:33][CH:32]=2)[CH2:2][CH2:3]1. (3) Given the reactants C1C=C[NH+]=CC=1.[O-][Cr](Cl)(=O)=O.[CH2:12]([O:19][CH2:20][CH2:21][CH2:22][CH2:23][CH2:24][CH2:25][OH:26])[C:13]1[CH:18]=[CH:17][CH:16]=[CH:15][CH:14]=1, predict the reaction product. The product is: [CH2:12]([O:19][CH2:20][CH2:21][CH2:22][CH2:23][CH2:24][CH:25]=[O:26])[C:13]1[CH:18]=[CH:17][CH:16]=[CH:15][CH:14]=1. (4) The product is: [CH3:1][O:2][C:3]1[CH:4]=[C:5]([C:11]([C:17]2[O:23][CH:20]=[CH:19][CH:18]=2)=[CH:12][C:13]#[N:37])[CH:6]=[CH:7][C:8]=1[O:9][CH3:10]. Given the reactants [CH3:1][O:2][C:3]1[CH:4]=[C:5]([C:11]([C:17]2C=C[C:20]([O:23]C)=[C:19](OC)[CH:18]=2)=[CH:12][C:13](OC)=O)[CH:6]=[CH:7][C:8]=1[O:9][CH3:10].C(OP(CC#[N:37])(=O)OCC)C.C[Si](C)(C)[N-][Si](C)(C)C.[Li+], predict the reaction product. (5) Given the reactants [Li+].C[Si]([N-:6][Si](C)(C)C)(C)C.[F:11][C:12]1[CH:19]=[CH:18][C:15]([CH:16]=O)=[CH:14][CH:13]=1.C([O:22][C:23]([CH:25]1[CH2:30][CH2:29][CH2:28][N:27]([C:31]([O:33][C:34]([CH3:37])([CH3:36])[CH3:35])=[O:32])[CH2:26]1)=O)C, predict the reaction product. The product is: [C:34]([O:33][C:31]([N:27]1[CH2:28][CH2:29][CH2:30][C:25]2([CH:16]([C:15]3[CH:18]=[CH:19][C:12]([F:11])=[CH:13][CH:14]=3)[NH:6][C:23]2=[O:22])[CH2:26]1)=[O:32])([CH3:37])([CH3:36])[CH3:35]. (6) Given the reactants [CH3:1][O:2][C:3]1[CH:4]=[C:5]2[C:9](=[CH:10][CH:11]=1)[NH:8][C:7]([CH3:12])=[CH:6]2.C([Li])CCC.[Br:18][C:19]([CH3:24])([CH3:23])[C:20](Br)=[O:21], predict the reaction product. The product is: [Br:18][C:19]([CH3:24])([CH3:23])[C:20]([C:6]1[C:5]2[C:9](=[CH:10][CH:11]=[C:3]([O:2][CH3:1])[CH:4]=2)[NH:8][C:7]=1[CH3:12])=[O:21].